This data is from Reaction yield outcomes from USPTO patents with 853,638 reactions. The task is: Predict the reaction yield, written as a fraction of the theoretical maximum amount of product (1.0 means a 100% yield; for example, 0.34 means a 34% yield). (1) The catalyst is C(OCC)(=O)C.CCCCCC. The product is [CH:1]([C:4]1[CH:9]=[CH:8][C:7]([CH:10]2[C:14]3[C:15]([CH3:22])=[C:16]([NH:21][C:30](=[O:31])[C:29]4[CH:33]=[CH:34][C:35]([O:36][CH3:37])=[C:27]([O:26][CH3:25])[CH:28]=4)[C:17]([CH3:20])=[C:18]([CH3:19])[C:13]=3[O:12][C:11]2([CH3:24])[CH3:23])=[CH:6][CH:5]=1)([CH3:3])[CH3:2]. The reactants are [CH:1]([C:4]1[CH:9]=[CH:8][C:7]([CH:10]2[C:14]3[C:15]([CH3:22])=[C:16]([NH2:21])[C:17]([CH3:20])=[C:18]([CH3:19])[C:13]=3[O:12][C:11]2([CH3:24])[CH3:23])=[CH:6][CH:5]=1)([CH3:3])[CH3:2].[CH3:25][O:26][C:27]1[CH:28]=[C:29]([CH:33]=[CH:34][C:35]=1[O:36][CH3:37])[C:30](Cl)=[O:31]. The yield is 0.710. (2) The reactants are [CH3:1][O:2][C:3](=[O:12])[CH2:4][C:5]1[CH:6]=[N:7][C:8](Br)=[CH:9][CH:10]=1.[CH3:13][N:14](C=O)C. The catalyst is O.[C-]#N.[C-]#N.[Zn+2].[Zn].C1C=CC(P(C2C=CC=CC=2)[C-]2C=CC=C2)=CC=1.C1C=CC(P(C2C=CC=CC=2)[C-]2C=CC=C2)=CC=1.Cl[Pd]Cl.[Fe+2].C1C=CC(/C=C/C(/C=C/C2C=CC=CC=2)=O)=CC=1.C1C=CC(/C=C/C(/C=C/C2C=CC=CC=2)=O)=CC=1.C1C=CC(/C=C/C(/C=C/C2C=CC=CC=2)=O)=CC=1.[Pd].[Pd]. The product is [CH3:1][O:2][C:3](=[O:12])[CH2:4][C:5]1[CH:6]=[N:7][C:8]([C:13]#[N:14])=[CH:9][CH:10]=1. The yield is 0.700. (3) The reactants are Cl[CH2:2][C:3]1[N:7]([C:8]([C:21]2[CH:26]=[CH:25][CH:24]=[CH:23][CH:22]=2)([C:15]2[CH:20]=[CH:19][CH:18]=[CH:17][CH:16]=2)[C:9]2[CH:14]=[CH:13][CH:12]=[CH:11][CH:10]=2)[CH:6]=[N:5][C:4]=1[CH3:27].[NH3:28]. No catalyst specified. The product is [CH3:27][C:4]1[N:5]=[CH:6][N:7]([C:8]([C:21]2[CH:26]=[CH:25][CH:24]=[CH:23][CH:22]=2)([C:9]2[CH:10]=[CH:11][CH:12]=[CH:13][CH:14]=2)[C:15]2[CH:16]=[CH:17][CH:18]=[CH:19][CH:20]=2)[C:3]=1[CH2:2][NH2:28]. The yield is 0.260. (4) The yield is 0.240. The product is [CH:1]1([CH2:6][CH:7]([C:11]2[CH:16]=[CH:15][C:14]([S:17]([C:20]([F:22])([F:23])[F:21])(=[O:18])=[O:19])=[CH:13][CH:12]=2)[C:8]([NH:51][C:52]2[S:53][CH:54]=[CH:55][N:56]=2)=[O:10])[CH2:5][CH2:4][CH2:3][CH2:2]1. The reactants are [CH:1]1([CH2:6][CH:7]([C:11]2[CH:16]=[CH:15][C:14]([S:17]([C:20]([F:23])([F:22])[F:21])(=[O:19])=[O:18])=[CH:13][CH:12]=2)[C:8]([OH:10])=O)[CH2:5][CH2:4][CH2:3][CH2:2]1.C1(P(C2C=CC=CC=2)C2C=CC=CC=2)C=CC=CC=1.BrN1C(=O)CCC1=O.[NH2:51][C:52]1[S:53][CH:54]=[CH:55][N:56]=1. The catalyst is C(Cl)Cl.